This data is from Reaction yield outcomes from USPTO patents with 853,638 reactions. The task is: Predict the reaction yield, written as a fraction of the theoretical maximum amount of product (1.0 means a 100% yield; for example, 0.34 means a 34% yield). The reactants are [N:1]([C@H:4]1[C:13]2[C:8](=[N:9][C:10]([Cl:14])=[CH:11][CH:12]=2)[O:7][C@@H:6]([C:15]2[CH:16]=[C:17]([CH:22]=[CH:23][CH:24]=2)[C:18]([O:20][CH3:21])=[O:19])[CH2:5]1)=[N+]=[N-].C1(P(C2C=CC=CC=2)C2C=CC=CC=2)C=CC=CC=1.O.CC1CCCO1. The catalyst is O1CCCC1. The product is [NH2:1][C@H:4]1[C:13]2[C:8](=[N:9][C:10]([Cl:14])=[CH:11][CH:12]=2)[O:7][C@@H:6]([C:15]2[CH:16]=[C:17]([CH:22]=[CH:23][CH:24]=2)[C:18]([O:20][CH3:21])=[O:19])[CH2:5]1. The yield is 0.661.